The task is: Predict the reactants needed to synthesize the given product.. This data is from Full USPTO retrosynthesis dataset with 1.9M reactions from patents (1976-2016). (1) Given the product [Cl:2][C:3]1[CH:8]=[C:7]([Cl:9])[CH:6]=[CH:5][C:4]=1[C:10]1[NH:15][C:14](=[O:16])[N:13]2[N:17]=[C:18]([CH:20]3[CH2:25][CH2:24][N:23]([CH3:26])[CH2:22][CH2:21]3)[N:19]=[C:12]2[CH:11]=1, predict the reactants needed to synthesize it. The reactants are: Cl.[Cl:2][C:3]1[CH:8]=[C:7]([Cl:9])[CH:6]=[CH:5][C:4]=1[C:10]1[NH:15][C:14](=[O:16])[N:13]2[N:17]=[C:18]([CH:20]3[CH2:25][CH2:24][NH:23][CH2:22][CH2:21]3)[N:19]=[C:12]2[CH:11]=1.[CH2:26]=O.[Na]. (2) Given the product [CH2:1]([C:3]([C:21]1[CH:26]=[CH:25][C:24]([O:27][CH2:36][CH2:37][CH2:38][N:39]2[C:43](=[O:44])[C:42]3[C:41](=[CH:48][CH:47]=[CH:46][CH:45]=3)[C:40]2=[O:49])=[C:23]([CH3:28])[CH:22]=1)([C:6]1[CH:11]=[CH:10][C:9]([CH2:12][CH2:13][CH:14]([OH:19])[C:15]([CH3:17])([CH3:18])[CH3:16])=[C:8]([CH3:20])[CH:7]=1)[CH2:4][CH3:5])[CH3:2], predict the reactants needed to synthesize it. The reactants are: [CH2:1]([C:3]([C:21]1[CH:26]=[CH:25][C:24]([OH:27])=[C:23]([CH3:28])[CH:22]=1)([C:6]1[CH:11]=[CH:10][C:9]([CH2:12][CH2:13][CH:14]([OH:19])[C:15]([CH3:18])([CH3:17])[CH3:16])=[C:8]([CH3:20])[CH:7]=1)[CH2:4][CH3:5])[CH3:2].C([O-])([O-])=O.[K+].[K+].Br[CH2:36][CH2:37][CH2:38][N:39]1[C:43](=[O:44])[C:42]2=[CH:45][CH:46]=[CH:47][CH:48]=[C:41]2[C:40]1=[O:49]. (3) Given the product [C:1]([O:5][C:6](=[O:26])[N:7]([CH2:15][C:16]1[CH:21]=[CH:20][CH:19]=[C:18]([N:22]([CH:23]2[CH2:24][CH2:25]2)[CH2:27][CH3:28])[CH:17]=1)[C:8]1[CH:9]=[CH:10][C:11]([F:14])=[CH:12][CH:13]=1)([CH3:4])([CH3:2])[CH3:3], predict the reactants needed to synthesize it. The reactants are: [C:1]([O:5][C:6](=[O:26])[N:7]([CH2:15][C:16]1[CH:21]=[CH:20][CH:19]=[C:18]([NH:22][CH:23]2[CH2:25][CH2:24]2)[CH:17]=1)[C:8]1[CH:13]=[CH:12][C:11]([F:14])=[CH:10][CH:9]=1)([CH3:4])([CH3:3])[CH3:2].[CH:27](=O)[CH3:28].C(O)(=O)C.C(O[BH-](OC(=O)C)OC(=O)C)(=O)C.[Na+].[OH-].[Na+]. (4) Given the product [CH3:1][O:2][C:3]([CH:5]1[CH2:9][C:8]2([S:10][CH2:11][CH2:12][CH2:13][S:14]2)[CH2:7][N:6]1[C:15](=[O:29])[CH:16]([NH2:21])[C:17]([CH3:18])([CH3:19])[CH3:20])=[O:4], predict the reactants needed to synthesize it. The reactants are: [CH3:1][O:2][C:3]([CH:5]1[CH2:9][C:8]2([S:14][CH2:13][CH2:12][CH2:11][S:10]2)[CH2:7][N:6]1[C:15](=[O:29])[CH:16]([NH:21]C(OC(C)(C)C)=O)[C:17]([CH3:20])([CH3:19])[CH3:18])=[O:4].Cl.O1CCOCC1. (5) Given the product [F:24][C:20]1[CH:19]=[CH:18][C:17]([F:25])=[C:16]2[C:21]=1[CH2:22][N:10]([S:7]([C:4]1[CH:3]=[CH:2][C:1]([CH3:11])=[CH:6][CH:5]=1)(=[O:8])=[O:9])[CH2:15]2, predict the reactants needed to synthesize it. The reactants are: [C:1]1([CH3:11])[CH:6]=[CH:5][C:4]([S:7]([NH2:10])(=[O:9])=[O:8])=[CH:3][CH:2]=1.[H-].[Na+].Br[CH2:15][C:16]1[C:21]([CH2:22]Br)=[C:20]([F:24])[CH:19]=[CH:18][C:17]=1[F:25]. (6) Given the product [F:21][C:13]1[CH:14]=[C:15]([CH:18]2[CH2:19][CH2:20]2)[CH:16]=[CH:17][C:12]=1[NH:11][C:10]1[N:9]2[CH:22]=[N:23][CH:24]=[C:8]2[CH:7]=[CH:6][C:5]=1[C:3]([OH:4])=[O:2], predict the reactants needed to synthesize it. The reactants are: C[O:2][C:3]([C:5]1[CH:6]=[CH:7][C:8]2[N:9]([CH:22]=[N:23][CH:24]=2)[C:10]=1[NH:11][C:12]1[CH:17]=[CH:16][C:15]([CH:18]2[CH2:20][CH2:19]2)=[CH:14][C:13]=1[F:21])=[O:4].[OH-].[Na+]. (7) Given the product [C:15]([NH:14][C@H:10]([CH2:11][O:12][CH3:13])[C:9]([NH:8][CH2:1][C:2]1[CH:7]=[CH:6][CH:5]=[CH:4][CH:3]=1)=[O:25])(=[O:16])[CH3:26], predict the reactants needed to synthesize it. The reactants are: [CH2:1]([NH:8][C:9](=[O:25])[C@H:10]([NH:14][C:15](OCC1C=CC=CC=1)=[O:16])[CH2:11][O:12][CH3:13])[C:2]1[CH:7]=[CH:6][CH:5]=[CH:4][CH:3]=1.[CH2:26](N(CC)CC)C.C(OC(=O)C)(=O)C.C(OCC)(=O)C.CCCCCCC. (8) Given the product [NH:1]1[C:9]2[C:4](=[CH:5][C:6](/[CH:10]=[CH:31]/[C:32]([O:34][CH3:35])=[O:33])=[CH:7][CH:8]=2)[CH:3]=[CH:2]1, predict the reactants needed to synthesize it. The reactants are: [NH:1]1[C:9]2[C:4](=[CH:5][C:6]([CH:10]=O)=[CH:7][CH:8]=2)[CH:3]=[CH:2]1.C1(P(=[CH:31][C:32]([O:34][CH3:35])=[O:33])(C2C=CC=CC=2)C2C=CC=CC=2)C=CC=CC=1. (9) Given the product [CH:1]1[C:13]2[CH:12]([CH2:14][O:15][C:16](=[O:37])[NH:17][C:18]3[CH:23]=[CH:22][C:21]([S:24][C:25]4[CH:30]=[CH:29][C:28]([C:31](=[O:32])[NH:39][C:40]5[S:44][N:43]=[C:42]([CH3:45])[CH:41]=5)=[CH:27][C:26]=4[N+:34]([O-:36])=[O:35])=[CH:20][CH:19]=3)[C:11]3[C:6](=[CH:7][CH:8]=[CH:9][CH:10]=3)[C:5]=2[CH:4]=[CH:3][CH:2]=1, predict the reactants needed to synthesize it. The reactants are: [CH:1]1[C:13]2[CH:12]([CH2:14][O:15][C:16](=[O:37])[NH:17][C:18]3[CH:23]=[CH:22][C:21]([S:24][C:25]4[CH:30]=[CH:29][C:28]([C:31](Cl)=[O:32])=[CH:27][C:26]=4[N+:34]([O-:36])=[O:35])=[CH:20][CH:19]=3)[C:11]3[C:6](=[CH:7][CH:8]=[CH:9][CH:10]=3)[C:5]=2[CH:4]=[CH:3][CH:2]=1.Cl.[NH2:39][C:40]1[S:44][N:43]=[C:42]([CH3:45])[CH:41]=1.C(N(C(C)C)CC)(C)C.